Dataset: Catalyst prediction with 721,799 reactions and 888 catalyst types from USPTO. Task: Predict which catalyst facilitates the given reaction. Reactant: [N+:1]([C:4]1[CH:32]=[CH:31][C:7]([CH2:8][C:9]2[NH:10][C:11]([C:24]3[CH:29]=[CH:28][CH:27]=[C:26]([CH3:30])[N:25]=3)=[C:12]([C:14]3[CH:15]=[C:16]4[C:21](=[CH:22][CH:23]=3)[N:20]=[CH:19][CH:18]=[CH:17]4)[N:13]=2)=[CH:6][CH:5]=1)([O-])=O.Cl[Sn]Cl. The catalyst class is: 5. Product: [CH3:30][C:26]1[N:25]=[C:24]([C:11]2[NH:10][C:9]([CH2:8][C:7]3[CH:6]=[CH:5][C:4]([NH2:1])=[CH:32][CH:31]=3)=[N:13][C:12]=2[C:14]2[CH:15]=[C:16]3[C:21](=[CH:22][CH:23]=2)[N:20]=[CH:19][CH:18]=[CH:17]3)[CH:29]=[CH:28][CH:27]=1.